This data is from NCI-60 drug combinations with 297,098 pairs across 59 cell lines. The task is: Regression. Given two drug SMILES strings and cell line genomic features, predict the synergy score measuring deviation from expected non-interaction effect. Drug 1: CC1=C(C=C(C=C1)NC(=O)C2=CC=C(C=C2)CN3CCN(CC3)C)NC4=NC=CC(=N4)C5=CN=CC=C5. Drug 2: CC1=C(C(=O)C2=C(C1=O)N3CC4C(C3(C2COC(=O)N)OC)N4)N. Cell line: MDA-MB-435. Synergy scores: CSS=-2.02, Synergy_ZIP=-3.16, Synergy_Bliss=-6.82, Synergy_Loewe=-11.7, Synergy_HSA=-7.65.